Task: Regression/Classification. Given a drug SMILES string, predict its absorption, distribution, metabolism, or excretion properties. Task type varies by dataset: regression for continuous measurements (e.g., permeability, clearance, half-life) or binary classification for categorical outcomes (e.g., BBB penetration, CYP inhibition). Dataset: cyp2c9_veith.. Dataset: CYP2C9 inhibition data for predicting drug metabolism from PubChem BioAssay (1) The drug is N#Cc1cccc(-c2nccc(-n3ccnc3)n2)c1. The result is 0 (non-inhibitor). (2) The drug is C[C@@H]1O[C@@H](O[C@H]2C[C@@H](O)[C@]3(CO)[C@@H]4[C@@H](O)C[C@]5(C)[C@H](C6=CC(=O)OC6)CC[C@@]5(O)[C@H]4CC[C@@]3(O)C2)[C@H](O)[C@H](O)[C@@H]1O. The result is 0 (non-inhibitor). (3) The compound is COc1ccc(CNc2ncncc2-c2ccc(C(=O)N(C)C)cc2)c(OC)c1. The result is 0 (non-inhibitor). (4) The molecule is CCc1c(O)c2c(c(O)c1C(C)=O)C(=O)c1c(cc(O)c(C(=O)O)c1C(=O)O)C2=O. The result is 0 (non-inhibitor). (5) The drug is O=C(c1csnn1)N1CCC2(CCCN(C(c3ccccc3)c3ccccc3)C2)CC1. The result is 1 (inhibitor).